Dataset: Full USPTO retrosynthesis dataset with 1.9M reactions from patents (1976-2016). Task: Predict the reactants needed to synthesize the given product. (1) Given the product [CH3:30][O:31][C:32]([C:34]1[CH:39]=[CH:38][C:37]([C:4]2[CH:3]=[C:2]([Cl:1])[C:7]([CH2:8][C@@H:9]3[CH2:13][CH2:12][N:11]([CH:14]4[CH2:19][CH2:18][O:17][CH2:16][CH2:15]4)[C:10]3=[O:20])=[C:6]([Cl:21])[CH:5]=2)=[CH:36][CH:35]=1)=[O:33], predict the reactants needed to synthesize it. The reactants are: [Cl:1][C:2]1[CH:3]=[C:4](OS(C(F)(F)F)(=O)=O)[CH:5]=[C:6]([Cl:21])[C:7]=1[CH2:8][C@@H:9]1[CH2:13][CH2:12][N:11]([CH:14]2[CH2:19][CH2:18][O:17][CH2:16][CH2:15]2)[C:10]1=[O:20].[CH3:30][O:31][C:32]([C:34]1[CH:39]=[CH:38][C:37](B(O)O)=[CH:36][CH:35]=1)=[O:33].C(=O)([O-])[O-].[K+].[K+]. (2) Given the product [CH3:31][O:30][C:27]1[CH:28]=[C:29]2[C:24](=[CH:25][C:26]=1[O:32][CH3:33])[N:23]=[CH:22][CH:21]=[C:20]2[O:17][C:16]1[C:7]([C:4]2[CH:3]=[CH:2][C:1]([CH3:18])=[CH:6][CH:5]=2)=[N:8][C:9]2[C:14]([CH:15]=1)=[CH:13][CH:12]=[CH:11][N:10]=2, predict the reactants needed to synthesize it. The reactants are: [C:1]1([CH3:18])[CH:6]=[CH:5][C:4]([C:7]2[C:16]([OH:17])=[CH:15][C:14]3[C:9](=[N:10][CH:11]=[CH:12][CH:13]=3)[N:8]=2)=[CH:3][CH:2]=1.Cl[C:20]1[C:29]2[C:24](=[CH:25][C:26]([O:32][CH3:33])=[C:27]([O:30][CH3:31])[CH:28]=2)[N:23]=[CH:22][CH:21]=1.O.